This data is from Catalyst prediction with 721,799 reactions and 888 catalyst types from USPTO. The task is: Predict which catalyst facilitates the given reaction. (1) Reactant: [NH2:1][C:2]1[CH:12]=[CH:11][C:10]([S:13]([C:16]2[CH:21]=[CH:20][C:19]([CH2:22][CH2:23][N:24]([C:41]([O:43][C:44]([CH3:47])([CH3:46])[CH3:45])=[O:42])[CH2:25][C@@H:26]([C:34]3[CH:39]=[CH:38][CH:37]=[C:36]([Cl:40])[CH:35]=3)[O:27][CH:28]3[CH2:33][CH2:32][CH2:31][CH2:30][O:29]3)=[CH:18][CH:17]=2)(=[O:15])=[O:14])=[CH:9][C:3]=1[C:4]([O:6][CH2:7][CH3:8])=[O:5].[H-].[Na+].Br[CH2:51][CH2:52][CH3:53].[I-].[K+]. Product: [C:44]([O:43][C:41]([N:24]([CH2:25][C@@H:26]([C:34]1[CH:39]=[CH:38][CH:37]=[C:36]([Cl:40])[CH:35]=1)[O:27][CH:28]1[CH2:33][CH2:32][CH2:31][CH2:30][O:29]1)[CH2:23][CH2:22][C:19]1[CH:18]=[CH:17][C:16]([S:13]([C:10]2[CH:11]=[CH:12][C:2]([NH:1][CH2:51][CH2:52][CH3:53])=[C:3]([CH:9]=2)[C:4]([O:6][CH2:7][CH3:8])=[O:5])(=[O:15])=[O:14])=[CH:21][CH:20]=1)=[O:42])([CH3:46])([CH3:45])[CH3:47]. The catalyst class is: 35. (2) The catalyst class is: 7. Product: [CH2:1]([O:3][C:4]([C:6]1[CH:7]=[C:8]([CH2:11][OH:12])[O:9][CH:10]=1)=[O:5])[CH3:2]. Reactant: [CH2:1]([O:3][C:4]([C:6]1[CH:7]=[C:8]([C:11](O)=[O:12])[O:9][CH:10]=1)=[O:5])[CH3:2].C(N(CC)CC)C.ClC(OCC)=O.O.[BH4-].[Na+].Cl.